Task: Binary Classification. Given a drug SMILES string, predict its activity (active/inactive) in a high-throughput screening assay against a specified biological target.. Dataset: Kir2.1 potassium channel HTS with 301,493 compounds (1) The drug is O(CC(O)Cn1nnc2c1cccc2)c1ccc(cc1)C(=O)CC. The result is 0 (inactive). (2) The molecule is Clc1ccc(S(=O)Cc2c3c(oc2C(=O)c2ccc(Cl)cc2)cccc3)cc1. The result is 0 (inactive). (3) The drug is O(C(=O)C(C(CC(=O)c1ccc(cc1)C)c1cc(OC)c(OC)c(OC)c1)C(OC)=O)C. The result is 0 (inactive). (4) The drug is Brc1oc(C(=O)NC(=S)NNC(=O)c2sccc2)cc1. The result is 0 (inactive).